From a dataset of Forward reaction prediction with 1.9M reactions from USPTO patents (1976-2016). Predict the product of the given reaction. (1) Given the reactants [NH2:1][CH2:2][CH:3]1[CH:7]([OH:8])[C:6]2[CH:9]=[C:10]([Br:14])[CH:11]=[C:12]([Cl:13])[C:5]=2[O:4]1.[C:15](O[C:15]([O:17][C:18]([CH3:21])([CH3:20])[CH3:19])=[O:16])([O:17][C:18]([CH3:21])([CH3:20])[CH3:19])=[O:16].C(N(CC)CC)C.O, predict the reaction product. The product is: [Br:14][C:10]1[CH:11]=[C:12]([Cl:13])[C:5]2[O:4][CH:3]([CH2:2][NH:1][C:15](=[O:16])[O:17][C:18]([CH3:21])([CH3:20])[CH3:19])[CH:7]([OH:8])[C:6]=2[CH:9]=1. (2) Given the reactants [Cl-].[CH3:2][O:3][CH2:4][P+](C1C=CC=CC=1)(C1C=CC=CC=1)C1C=CC=CC=1.C([Li])CCC.[CH:29]([C:32]1[CH:39]=[CH:38][C:35]([CH:36]=O)=[CH:34][CH:33]=1)([CH3:31])[CH3:30].[Cl-].[Na+], predict the reaction product. The product is: [CH3:2][O:3][CH:4]=[CH:36][C:35]1[CH:38]=[CH:39][C:32]([CH:29]([CH3:31])[CH3:30])=[CH:33][CH:34]=1. (3) The product is: [CH3:1][C:2]1[CH:8]=[C:7]([C:9]([F:12])([F:11])[F:10])[CH:6]=[CH:5][C:3]=1[I:21]. Given the reactants [CH3:1][C:2]1[CH:8]=[C:7]([C:9]([F:12])([F:11])[F:10])[CH:6]=[CH:5][C:3]=1N.N(OCCCCC)=O.[I:21]I, predict the reaction product. (4) Given the reactants [C:1]([O:4][C@H:5](/[CH:7]=[CH:8]\[C:9]([NH:11][C@@H:12]1[CH2:17][C@H:16]([CH3:18])[C@H:15]([CH2:19]/[CH:20]=[C:21](\[CH3:40])/[CH:22]=[CH:23]/[C@H:24]2[O:31][C@H:30]([CH2:32][C:33]([N:35]([CH3:38])NC)=[O:34])[CH2:29][C@:26]3([O:28][CH2:27]3)[C@@H:25]2[OH:39])[O:14][C@@H:13]1[CH3:41])=[O:10])[CH3:6])(=[O:3])[CH3:2].[CH:42](N(CC)C(C)C)(C)[CH3:43].Cl.Cl.CNNC.[O:57]1[CH2:61][CH2:60][CH2:59]C1.CN(C)C=O, predict the reaction product. The product is: [C:1]([O:4][C@H:5](/[CH:7]=[CH:8]\[C:9]([NH:11][C@@H:12]1[CH2:17][C@H:16]([CH3:18])[C@H:15]([CH2:19]/[CH:20]=[C:21](\[CH3:40])/[CH:22]=[CH:23]/[C@H:24]2[O:31][C@H:30]([CH2:32][C:33]([NH:35][C@H:38]3[CH2:43][CH2:42][C@H:61]([OH:57])[CH2:60][CH2:59]3)=[O:34])[CH2:29][C@:26]3([O:28][CH2:27]3)[C@@H:25]2[OH:39])[O:14][C@@H:13]1[CH3:41])=[O:10])[CH3:6])(=[O:3])[CH3:2]. (5) Given the reactants [CH3:1]C(OI1(OC(C)=O)(OC(C)=O)OC(=O)C2C1=CC=CC=2)=O.O[CH2:24][C:25]1([CH2:38][O:39][CH2:40][C:41]2[CH:46]=[CH:45][CH:44]=[CH:43][CH:42]=2)[CH2:30][CH2:29][N:28]([C:31]([O:33][C:34]([CH3:37])([CH3:36])[CH3:35])=[O:32])[CH2:27][CH2:26]1.S(=O)(O)[O-].[Na+].C(=O)([O-])O.[Na+], predict the reaction product. The product is: [CH:24]([C:25]1([CH2:38][O:39][CH2:40][C:41]2[CH:42]=[CH:43][CH:44]=[CH:45][CH:46]=2)[CH2:30][CH2:29][N:28]([C:31]([O:33][C:34]([CH3:36])([CH3:35])[CH3:37])=[O:32])[CH2:27][CH2:26]1)=[CH2:1]. (6) Given the reactants C(OC([N:8]1[C@H:12]([C:13](O)=O)[C@@H:11]([CH3:16])[O:10]C1(C)C)=O)(C)(C)C.[NH2:19][C:20]1[C:21]([Cl:36])=[C:22]([C:27]2[CH:32]=[CH:31][C:30]([C:33]#[N:34])=[C:29]([F:35])[CH:28]=2)[CH:23]=[CH:24][C:25]=1[NH2:26], predict the reaction product. The product is: [NH2:8][C@H:12]([C:13]1[NH:26][C:25]2[CH:24]=[CH:23][C:22]([C:27]3[CH:32]=[CH:31][C:30]([C:33]#[N:34])=[C:29]([F:35])[CH:28]=3)=[C:21]([Cl:36])[C:20]=2[N:19]=1)[C@H:11]([OH:10])[CH3:16]. (7) Given the reactants Br[CH2:2][C:3]1[C:13]([Cl:14])=[N:12][CH:11]=[CH:10][C:4]=1[C:5]([O:7]CC)=O.Cl.[CH3:16][C:17]1[CH:18]=[C:19]([CH:29]([NH2:31])[CH3:30])[CH:20]=[CH:21][C:22]=1[O:23][CH2:24][C:25]([F:28])([F:27])[F:26], predict the reaction product. The product is: [Cl:14][C:13]1[C:3]2[CH2:2][N:31]([CH:29]([C:19]3[CH:20]=[CH:21][C:22]([O:23][CH2:24][C:25]([F:26])([F:27])[F:28])=[C:17]([CH3:16])[CH:18]=3)[CH3:30])[C:5](=[O:7])[C:4]=2[CH:10]=[CH:11][N:12]=1. (8) Given the reactants Cl.[NH2:2][OH:3].C(N(C(C)C)CC)(C)C.[CH3:13][O:14][C:15]1[CH:22]=[CH:21][C:18]([C:19]#[N:20])=[CH:17][CH:16]=1, predict the reaction product. The product is: [OH:3][NH:2][C:19](=[NH:20])[C:18]1[CH:21]=[CH:22][C:15]([O:14][CH3:13])=[CH:16][CH:17]=1. (9) The product is: [CH3:20][O:19][C:16]1[CH:17]=[CH:18][C:13]([C:12]2[C:6]3[CH2:5][C:4]4[S:3][C:2]([C:39]5[CH:38]=[N:37][C:36]([N:33]6[CH2:32][CH2:31][N:30]([CH3:29])[CH2:35][CH2:34]6)=[CH:41][CH:40]=5)=[CH:9][C:8]=4[C:7]=3[N:10]([CH2:21][O:22][CH2:23][CH2:24][Si:25]([CH3:28])([CH3:27])[CH3:26])[N:11]=2)=[CH:14][CH:15]=1. Given the reactants Br[C:2]1[S:3][C:4]2[CH2:5][C:6]3[C:12]([C:13]4[CH:18]=[CH:17][C:16]([O:19][CH3:20])=[CH:15][CH:14]=4)=[N:11][N:10]([CH2:21][O:22][CH2:23][CH2:24][Si:25]([CH3:28])([CH3:27])[CH3:26])[C:7]=3[C:8]=2[CH:9]=1.[CH3:29][N:30]1[CH2:35][CH2:34][N:33]([C:36]2[CH:41]=[CH:40][C:39](B3OC(C)(C)C(C)(C)O3)=[CH:38][N:37]=2)[CH2:32][CH2:31]1.C([O-])([O-])=O.[Na+].[Na+], predict the reaction product.